From a dataset of Reaction yield outcomes from USPTO patents with 853,638 reactions. Predict the reaction yield, written as a fraction of the theoretical maximum amount of product (1.0 means a 100% yield; for example, 0.34 means a 34% yield). (1) The reactants are [OH:1][C@H:2]1[CH2:6][NH:5][C@@H:4]([C:7]([OH:9])=[O:8])[CH2:3]1.[CH3:10]O. No catalyst specified. The product is [CH3:10][O:8][C:7]([C@H:4]1[CH2:3][C@@H:2]([OH:1])[CH2:6][NH:5]1)=[O:9]. The yield is 0.950. (2) The reactants are [N:1]1([C:7]([N:9]2[CH2:15][C:14]3[CH:16]=[CH:17][C:18]([C:20]([O:22]C)=O)=[CH:19][C:13]=3[O:12][CH2:11][C@@H:10]2[C:24]2[CH:29]=[CH:28][CH:27]=[CH:26][CH:25]=2)=[O:8])[CH2:6][CH2:5][O:4][CH2:3][CH2:2]1.[OH-:30].[Na+].[NH2:32]O. The catalyst is C1COCC1.CO. The product is [OH:30][NH:32][C:20]([C:18]1[CH:17]=[CH:16][C:14]2[CH2:15][N:9]([C:7]([N:1]3[CH2:6][CH2:5][O:4][CH2:3][CH2:2]3)=[O:8])[C@@H:10]([C:24]3[CH:25]=[CH:26][CH:27]=[CH:28][CH:29]=3)[CH2:11][O:12][C:13]=2[CH:19]=1)=[O:22]. The yield is 0.610. (3) The reactants are [CH3:1][O:2][C:3]1[CH:4]=[C:5]2[C:10](=[CH:11][C:12]=1[O:13][CH3:14])[N:9]=[CH:8][CH:7]=[C:6]2[O:15][C:16]1[CH:22]=[CH:21][C:19]([NH2:20])=[C:18]([CH3:23])[C:17]=1[CH3:24].[CH3:25][O:26][C:27]1[CH:32]=[CH:31][CH:30]=[CH:29][C:28]=1[N:33]=[C:34]=[O:35].CO. The catalyst is C(Cl)(Cl)Cl. The product is [CH3:1][O:2][C:3]1[CH:4]=[C:5]2[C:10](=[CH:11][C:12]=1[O:13][CH3:14])[N:9]=[CH:8][CH:7]=[C:6]2[O:15][C:16]1[CH:22]=[CH:21][C:19]([NH:20][C:34]([NH:33][C:28]2[CH:29]=[CH:30][CH:31]=[CH:32][C:27]=2[O:26][CH3:25])=[O:35])=[C:18]([CH3:23])[C:17]=1[CH3:24]. The yield is 0.750. (4) The reactants are [C:1]([C:5]1[S:6][C:7]([C:28]([O:30]C)=[O:29])=[C:8]([CH2:10][NH:11][C:12]2[CH:17]=[CH:16][CH:15]=[C:14]([B:18]3[O:22][C:21]([CH3:24])([CH3:23])[C:20]([CH3:26])([CH3:25])[O:19]3)[C:13]=2[CH3:27])[N:9]=1)([CH3:4])([CH3:3])[CH3:2].[OH-].[Li+].O. The product is [C:1]([C:5]1[S:6][C:7]([C:28]([OH:30])=[O:29])=[C:8]([CH2:10][NH:11][C:12]2[CH:17]=[CH:16][CH:15]=[C:14]([B:18]3[O:22][C:21]([CH3:23])([CH3:24])[C:20]([CH3:26])([CH3:25])[O:19]3)[C:13]=2[CH3:27])[N:9]=1)([CH3:4])([CH3:2])[CH3:3]. The catalyst is C(O)(C)C. The yield is 0.920. (5) The catalyst is C(COC)OC.ClCCl.C1CCCCC1. The reactants are C([O:3][C:4](=O)[CH2:5][N:6]1[C:14]2[C:9](=[CH:10][CH:11]=[CH:12][CH:13]=2)[CH:8]=[C:7]1[CH3:15])C.[H-].C([Al+]CC(C)C)C(C)C. The yield is 0.750. The product is [CH3:15][C:7]1[N:6]([CH2:5][CH:4]=[O:3])[C:14]2[C:9]([CH:8]=1)=[CH:10][CH:11]=[CH:12][CH:13]=2. (6) The reactants are [C:1]([C:3]1[C:4]([NH2:9])=[N:5][CH:6]=[CH:7][CH:8]=1)#[CH:2].[Br:10][C:11]1[CH:16]=[CH:15][C:14]([CH2:17][C:18](Cl)=[N:19][OH:20])=[CH:13][CH:12]=1.C(N(CC)CC)C. The yield is 0.240. The product is [Br:10][C:11]1[CH:12]=[CH:13][C:14]([CH2:17][C:18]2[CH:2]=[C:1]([C:3]3[C:4]([NH2:9])=[N:5][CH:6]=[CH:7][CH:8]=3)[O:20][N:19]=2)=[CH:15][CH:16]=1. The catalyst is O1CCCC1. (7) The reactants are Cl[CH2:2][C:3]1[N:8]=[C:7]([C:9]([NH:11][C:12]2[CH:17]=[CH:16][C:15]([N:18]3[CH2:23][CH2:22][CH2:21][CH2:20][CH2:19]3)=[CH:14][C:13]=2[C:24]2[CH:29]=[C:28]([C:30](=[O:43])[NH:31][CH2:32][C:33]3[CH:38]=[CH:37][CH:36]=[C:35]([C:39]([F:42])([F:41])[F:40])[CH:34]=3)[CH:27]=[CH:26][N:25]=2)=[O:10])[CH:6]=[CH:5][CH:4]=1.[NH:44]1[CH2:49][CH2:48][CH:47]([NH:50][C:51](=[O:53])[CH3:52])[CH2:46][CH2:45]1.C(=O)([O-])[O-].[K+].[K+].[I-].[K+]. The catalyst is CN(C)C=O. The product is [C:51]([NH:50][CH:47]1[CH2:48][CH2:49][N:44]([CH2:2][C:3]2[N:8]=[C:7]([C:9]([NH:11][C:12]3[CH:17]=[CH:16][C:15]([N:18]4[CH2:23][CH2:22][CH2:21][CH2:20][CH2:19]4)=[CH:14][C:13]=3[C:24]3[CH:29]=[C:28]([C:30](=[O:43])[NH:31][CH2:32][C:33]4[CH:38]=[CH:37][CH:36]=[C:35]([C:39]([F:42])([F:41])[F:40])[CH:34]=4)[CH:27]=[CH:26][N:25]=3)=[O:10])[CH:6]=[CH:5][CH:4]=2)[CH2:45][CH2:46]1)(=[O:53])[CH3:52]. The yield is 0.510.